This data is from Catalyst prediction with 721,799 reactions and 888 catalyst types from USPTO. The task is: Predict which catalyst facilitates the given reaction. (1) Reactant: Br[CH2:2][CH2:3][CH:4]([C:16]([F:19])([F:18])[F:17])[CH2:5][C:6]([F:15])([C:11]([F:14])([F:13])[F:12])[C:7]([F:10])([F:9])[F:8].C(O)C.N[C:24](N)=[S:25].[OH-].[Na+]. Product: [F:15][C:6]([C:11]([F:14])([F:13])[F:12])([C:7]([F:10])([F:9])[F:8])[CH2:5][CH:4]([C:16]([F:19])([F:18])[F:17])[CH2:3][CH2:2][CH2:24][SH:25]. The catalyst class is: 6. (2) Reactant: Cl.[NH2:2][CH2:3][C:4](=[O:9])[CH2:5][CH2:6][CH2:7][CH3:8].Cl[C:11](=O)[C:12]([O:14][CH2:15][CH3:16])=[O:13].C(N(C(C)C)CC)(C)C.P(Cl)(Cl)(Cl)=O.C(=O)(O)[O-].[Na+]. Product: [CH2:5]([C:4]1[O:9][C:11]([C:12]([O:14][CH2:15][CH3:16])=[O:13])=[N:2][CH:3]=1)[CH2:6][CH2:7][CH3:8]. The catalyst class is: 408. (3) Reactant: [Cl:1][C:2]1[CH:3]=[N:4][N:5]([C:7]2[CH:28]=[CH:27][C:10]([O:11][CH2:12][C@@H:13]3[C@@H:18]([NH:19]C(=O)OC(C)(C)C)[CH2:17][CH2:16][O:15][CH2:14]3)=[C:9]([F:29])[CH:8]=2)[CH:6]=1.Cl.CCOC(C)=O. Product: [ClH:1].[Cl:1][C:2]1[CH:3]=[N:4][N:5]([C:7]2[CH:28]=[CH:27][C:10]([O:11][CH2:12][C@@H:13]3[C@@H:18]([NH2:19])[CH2:17][CH2:16][O:15][CH2:14]3)=[C:9]([F:29])[CH:8]=2)[CH:6]=1. The catalyst class is: 14. (4) Reactant: [I:1][C:2]1[CH:3]=[N:4][NH:5][CH:6]=1.[H-].[Na+].Br[CH:10]1[CH2:12][CH2:11]1. Product: [CH:10]1([N:4]2[CH:3]=[C:2]([I:1])[CH:6]=[N:5]2)[CH2:12][CH2:11]1. The catalyst class is: 589. (5) Reactant: C([O:8][C:9]1[CH:14]=[CH:13][C:12]([CH2:15][OH:16])=[CH:11][C:10]=1[C@@H:17]([C:27]1[CH:32]=[CH:31][CH:30]=[CH:29][CH:28]=1)[CH2:18][CH2:19][N:20]([CH:24]([CH3:26])[CH3:25])[CH:21]([CH3:23])[CH3:22])C1C=CC=CC=1. Product: [CH:24]([N:20]([CH:21]([CH3:23])[CH3:22])[CH2:19][CH2:18][C@@H:17]([C:10]1[CH:11]=[C:12]([CH2:15][OH:16])[CH:13]=[CH:14][C:9]=1[OH:8])[C:27]1[CH:32]=[CH:31][CH:30]=[CH:29][CH:28]=1)([CH3:26])[CH3:25]. The catalyst class is: 43. (6) Reactant: Br[C:2]1[S:6][C:5]([NH:7][C:8]([C:10]2[CH:15]=[CH:14][CH:13]=[CH:12][C:11]=2[Cl:16])=[O:9])=[N:4][CH:3]=1.[CH2:17]([N:19]1[C:23](B(O)O)=[CH:22][C:21]([C:27]([F:30])([F:29])[F:28])=[N:20]1)[CH3:18].P([O-])([O-])([O-])=O.[K+].[K+].[K+].CC(=O)OCC.[Cl-].[Na+].O. Product: [Cl:16][C:11]1[CH:12]=[CH:13][CH:14]=[CH:15][C:10]=1[C:8]([NH:7][C:5]1[S:6][C:2]([C:23]2[N:19]([CH2:17][CH3:18])[N:20]=[C:21]([C:27]([F:30])([F:29])[F:28])[CH:22]=2)=[CH:3][N:4]=1)=[O:9]. The catalyst class is: 287. (7) Reactant: [C:1]1([CH2:17][O:18][C@@H:19]2[C@H:23]([OH:24])[C@@H:22]([CH2:25][OH:26])[O:21][C@H:20]2[N:27]2[C:44]3[N:43]=[CH:42][N:41]=[C:31]([NH:32][C:33](=[O:40])[C:34]4[CH:39]=[CH:38][CH:37]=[CH:36][CH:35]=4)[C:30]=3[N:29]=[CH:28]2)[C:14]2[C:15]3=[C:16]4[C:11](=[CH:12][CH:13]=2)[CH:10]=[CH:9][CH:8]=[C:7]4[CH:6]=[CH:5][C:4]3=[CH:3][CH:2]=1.[C:45](Cl)([C:62]1[CH:67]=[CH:66][CH:65]=[CH:64][CH:63]=1)([C:54]1[CH:61]=[CH:60][C:57]([O:58][CH3:59])=[CH:56][CH:55]=1)[C:46]1[CH:53]=[CH:52][C:49]([O:50][CH3:51])=[CH:48][CH:47]=1. Product: [CH3:59][O:58][C:57]1[CH:56]=[CH:55][C:54]([C:45]([O:26][CH2:25][C@H:22]2[O:21][C@@H:20]([N:27]3[C:44]4[N:43]=[CH:42][N:41]=[C:31]([NH:32][C:33](=[O:40])[C:34]5[CH:39]=[CH:38][CH:37]=[CH:36][CH:35]=5)[C:30]=4[N:29]=[CH:28]3)[C@H:19]([O:18][CH2:17][C:1]3[C:14]4[C:15]5=[C:16]6[C:11](=[CH:12][CH:13]=4)[CH:10]=[CH:9][CH:8]=[C:7]6[CH:6]=[CH:5][C:4]5=[CH:3][CH:2]=3)[C@@H:23]2[OH:24])([C:62]2[CH:63]=[CH:64][CH:65]=[CH:66][CH:67]=2)[C:46]2[CH:53]=[CH:52][C:49]([O:50][CH3:51])=[CH:48][CH:47]=2)=[CH:61][CH:60]=1. The catalyst class is: 377. (8) Reactant: [CH3:1][O:2][C:3]1[C:8]2[N:9]=[CH:10][O:11][C:7]=2[CH:6]=[CH:5][CH:4]=1.C([Li])CCC.[Br-].[Mg+2].[Br-].[CH:20](=[O:22])[CH3:21]. Product: [OH:22][CH:20]([C:10]1[O:11][C:7]2[CH:6]=[CH:5][CH:4]=[C:3]([O:2][CH3:1])[C:8]=2[N:9]=1)[CH3:21]. The catalyst class is: 7. (9) Reactant: [C:1]1([C:7]2[C:11]([C:12]([F:15])([F:14])[F:13])=[C:10]([C:16]3[S:17][C:18]4[C:28]5C(=CC(C=C)=[CH:26][CH:27]=5)[CH2:22][CH2:21][C:19]=4[N:20]=3)[O:9][N:8]=2)[CH:6]=[CH:5][CH:4]=[CH:3][CH:2]=1.C[N+]1([O-])CC[O:35][CH2:34]C1.[CH2:39]1[CH2:43][O:42][CH2:41][CH2:40]1. Product: [C:1]1([C:7]2[C:11]([C:12]([F:15])([F:14])[F:13])=[C:10]([C:16]3[S:17][C:18]4[C:28]5[C:41](=[CH:40][C:39]([CH:43]([OH:42])[CH2:34][OH:35])=[CH:26][CH:27]=5)[CH2:22][CH2:21][C:19]=4[N:20]=3)[O:9][N:8]=2)[CH:6]=[CH:5][CH:4]=[CH:3][CH:2]=1. The catalyst class is: 771. (10) Reactant: [N:1]1[CH:6]=[CH:5][CH:4]=[CH:3][C:2]=1[CH:7]([CH3:10])[C:8]#[N:9].C(O)(C)(C)C.[C:16]([O:20][CH3:21])(=[O:19])[CH:17]=[CH2:18]. Product: [C:8]([C:7]([C:2]1[CH:3]=[CH:4][CH:5]=[CH:6][N:1]=1)([CH3:10])[CH2:18][CH2:17][C:16]([O:20][CH3:21])=[O:19])#[N:9]. The catalyst class is: 6.